Dataset: Forward reaction prediction with 1.9M reactions from USPTO patents (1976-2016). Task: Predict the product of the given reaction. (1) Given the reactants [N:1]1([CH2:29][C:30]([O:32][C:33]([CH3:36])([CH3:35])[CH3:34])=[O:31])[CH2:12][CH2:11][NH:10][CH2:9][CH2:8][N:7]([CH2:13][C:14]([O:16][C:17]([CH3:20])([CH3:19])[CH3:18])=[O:15])[CH2:6][CH2:5][N:4]([CH2:21][C:22]([O:24][C:25]([CH3:28])([CH3:27])[CH3:26])=[O:23])[CH2:3][CH2:2]1.C([O-])([O-])=O.[K+].[K+].Cl[CH2:44][C:45]([NH:47][CH2:48][C:49]1[N:50]=[C:51]2[C:56](=[C:57]3[C:62]=1[CH:61]=[CH:60][CH:59]=[CH:58]3)[CH:55]=[CH:54][CH:53]=[CH:52]2)=[O:46], predict the reaction product. The product is: [O:46]=[C:45]([NH:47][CH2:48][C:49]1[N:50]=[C:51]2[C:56](=[C:57]3[C:62]=1[CH:61]=[CH:60][CH:59]=[CH:58]3)[CH:55]=[CH:54][CH:53]=[CH:52]2)[CH2:44][N:10]1[CH2:9][CH2:8][N:7]([CH2:13][C:14]([O:16][C:17]([CH3:20])([CH3:19])[CH3:18])=[O:15])[CH2:6][CH2:5][N:4]([CH2:21][C:22]([O:24][C:25]([CH3:26])([CH3:27])[CH3:28])=[O:23])[CH2:3][CH2:2][N:1]([CH2:29][C:30]([O:32][C:33]([CH3:36])([CH3:35])[CH3:34])=[O:31])[CH2:12][CH2:11]1. (2) The product is: [O:34]=[S:30]1(=[O:33])[CH2:31][CH2:32][N:27]([C:24]2[CH:25]=[CH:26][C:21]([C:2]3[S:6][C:5]([N+:7]([O-:9])=[O:8])=[C:4]([C:10]([NH2:12])=[O:11])[CH:3]=3)=[CH:22][CH:23]=2)[CH2:28][CH2:29]1. Given the reactants Br[C:2]1[S:6][C:5]([N+:7]([O-:9])=[O:8])=[C:4]([C:10]([NH2:12])=[O:11])[CH:3]=1.CC1(C)C(C)(C)OB([C:21]2[CH:26]=[CH:25][C:24]([N:27]3[CH2:32][CH2:31][S:30](=[O:34])(=[O:33])[CH2:29][CH2:28]3)=[CH:23][CH:22]=2)O1, predict the reaction product. (3) The product is: [CH3:1][N:2]1[CH2:33][CH2:32][C:5]2[N:6]([CH2:14][CH2:15][NH:16][C:17]([CH:19]3[CH2:24][CH2:23][CH2:22][NH:21][CH2:20]3)=[O:18])[C:7]3[CH:8]=[CH:9][C:10]([CH3:13])=[CH:11][C:12]=3[C:4]=2[CH2:3]1. Given the reactants [CH3:1][N:2]1[CH2:33][CH2:32][C:5]2[N:6]([CH2:14][CH2:15][NH:16][C:17]([CH:19]3[CH2:24][CH2:23][CH2:22][N:21](C(OC(C)(C)C)=O)[CH2:20]3)=[O:18])[C:7]3[CH:8]=[CH:9][C:10]([CH3:13])=[CH:11][C:12]=3[C:4]=2[CH2:3]1.FC(F)(F)C(O)=O, predict the reaction product.